This data is from Experimentally validated miRNA-target interactions with 360,000+ pairs, plus equal number of negative samples. The task is: Binary Classification. Given a miRNA mature sequence and a target amino acid sequence, predict their likelihood of interaction. (1) The miRNA is hsa-miR-5693 with sequence GCAGUGGCUCUGAAAUGAACUC. The protein sequence of the target gene is MPERELWPAGTGSEPVTRVGSCDSMMSSTSTRSGSSDSSYDFLSTEEKECLLFLEETIGSLDTEADSGLSTDESEPATTPRGFRALPITQPTPRGGPEETITQQGRTPRTVTESSSSHPPEPQGLGLRSGSYSLPRNIHIARSQNFRKSTTQASSHNPGEPGRLAPEPEKEQVSQSSQPRQAPASPQEAALDLDVVLIPPPEAFRDTQPEQCREASLPEGPGQQGHTPQLHTPSSSQEREQTPSEAMSQKAKETVSTRYTQPQPPPAGLPQNARAEDAPLSSGEDPNSRLAPLTTPKPRK.... Result: 0 (no interaction). (2) The miRNA is mmu-miR-3104-3p with sequence ACGCUCUGCUUUGCUCCCCCAGA. The protein sequence of the target gene is MAANVGDQRAADWSSQYSMVTGNSRENGMETPMHENPEWEKARQALASISKAGATSSSKASSSGPVASAQYVSQAEASALQQQQQQYYQWYQQYNYAYPYSYYYPMSMYQSYGSPSQYGMASSYGSATAQQPSAPQHQGTLNQPPVPGMDESMAYQASPQQLPAAQPPQPSNSQHGTHSLSNGPQPGTAPSTQHSQAGAPTGQAYGPHSYSEPAKPKKGQQLWTRMKPAPGTGGLKFNIQKRPFAVTSQSFSSNSEGQHSSFGPQPNSENTQNRSGPSGRGNLSGKPDDWPQDMKEYVER.... Result: 0 (no interaction). (3) The miRNA is hsa-miR-5006-5p with sequence UUGCCAGGGCAGGAGGUGGAA. The protein sequence of the target gene is MTAAENVCYTLINVPMDSEPPSEISLKNDLEKGDVKSKTEALKKVIIMILNGEKLPGLLMTIIRFVLPLQDHTIKKLLLVFWEIVPKTTPDGRLLHEMILVCDAYRKDLQHPNEFIRGSTLRFLCKLKEAELLEPLMPAIRACLEHRHSYVRRNAVLAIYTIYRNFEHLIPDAPELIHDFLVNEKDASCKRNAFMMLIHADQDRALDYLSTCIDQVQTFGDILQLVIVELIYKVCHANPSERARFIRCIYNLLQSSSPAVKYEAAGTLVTLSSAPTAIKAAAQCYIDLIIKESDNNVKLI.... Result: 0 (no interaction).